Regression. Given a target protein amino acid sequence and a drug SMILES string, predict the binding affinity score between them. We predict pKd (pKd = -log10(Kd in M); higher means stronger binding). Dataset: davis. From a dataset of Kinase inhibitor binding affinity data with 442 proteins and 68 drugs (Kd values). (1) The compound is COc1cc(N2CCC(N3CCN(C)CC3)CC2)ccc1Nc1ncc(Cl)c(Nc2ccccc2S(=O)(=O)C(C)C)n1. The target protein (PCTK3) has sequence RLSLLDLQLGPLGRDPPQECSTFSPTDSGEEPGQLSPGVQFQRRQNQRRFSMEDVSKRLSLPMDIRLPQEFLQKLQMESPDLPKPLSRMSRRASLSDIGFGKLETYVKLDKLGEGTYATVFKGRSKLTENLVALKEIRLEHEEGAPCTAIREVSLLKNLKHANIVTLHDLIHTDRSLTLVFEYLDSDLKQYLDHCGNLMSMHNVKIFMFQLLRGLAYCHHRKILHRDLKPQNLLINERGELKLADFGLARAKSVPTKTYSNEVVTLWYRPPDVLLGSTEYSTPIDMWGVGCIHYEMATGRPLFPGSTVKEELHLIFRLLGTPTEETWPGVTAFSEFRTYSFPCYLPQPLINHAPRLDTDGIHLLSSLLLYESKSRMSAEAALSHSYFRSLGERVHQLEDTASIFSLKEIQLQKDPGYRGLAFQQPGRGKNRRQSIF. The pKd is 5.0. (2) The compound is Cc1[nH]nc2ccc(-c3cncc(OCC(N)Cc4ccccc4)c3)cc12. The pKd is 5.8. The target protein (PCTK1) has sequence MDRMKKIKRQLSMTLSSAPEIVHEDLKMGSDGESDQASATSSDEVQSPVRVRMRNHPPRKISTEDINKRLSLPADIRLPEGYLEKLTLNSPIFDKPLSRRLRRVSLSEIGFGKLETYIKLDKLGEGTYATVYKGKSKLTDNLVALKEIRLEHEEGAPCTAIREVSLLKDLKHANIVTLHDIIHTEKSLTLVFEYLDKDLKQYLDDCGNIINMHNVKLFLFQLLRGLAYCHRQKVLHRDLKPQNLLINERGELKLADFGLARAKSIPTKTYSNEVVTLWYRPPDILLGSTDYSTQIDMWGVGCIFYEMATGRPLFPGSTVEEQLHFIFRILGTPTEETWPGILSNEEFKTYNYPKYRAEALLSHAPRLDSDGADLLTKLLQFEGRNRISAEDAMKHPFFLSLGERIHKLPDTTSIFALKEIQLQKEASLRSSSMPDSGRPAFRVVDTEF. (3) The drug is Cc1ccc(F)c(NC(=O)Nc2ccc(-c3cccc4[nH]nc(N)c34)cc2)c1. The target protein (ABL1p) has sequence PFWKILNPLLERGTYYYFMGQQPGKVLGDQRRPSLPALHFIKGAGKKESSRHGGPHCNVFVEHEALQRPVASDFEPQGLSEAARWNSKENLLAGPSENDPNLFVALYDFVASGDNTLSITKGEKLRVLGYNHNGEWCEAQTKNGQGWVPSNYITPVNSLEKHSWYHGPVSRNAAEYLLSSGINGSFLVRESESSPGQRSISLRYEGRVYHYRINTASDGKLYVSSESRFNTLAELVHHHSTVADGLITTLHYPAPKRNKPTVYGVSPNYDKWEMERTDITMKHKLGGGQYGEVYEGVWKKYSLTVAVKTLKEDTMEVEEFLKEAAVMKEIKHPNLVQLLGVCTREPPFYIITEFMTYGNLLDYLRECNRQEVNAVVLLYMATQISSAMEYLEKKNFIHRDLAARNCLVGENHLVKVADFGLSRLMTGDTYTAHAGAKFPIKWTAPESLAYNKFSIKSDVWAFGVLLWEIATYGMSPYPGIDLSQVYELLEKDYRMERPEG.... The pKd is 5.4. (4) The drug is CCN1CCN(Cc2ccc(NC(=O)Nc3ccc(Oc4cc(NC)ncn4)cc3)cc2C(F)(F)F)CC1. The target protein (VRK2) has sequence MPPKRNEKYKLPIPFPEGKVLDDMEGNQWVLGKKIGSGGFGLIYLAFPTNKPEKDARHVVKVEYQENGPLFSELKFYQRVAKKDCIKKWIERKQLDYLGIPLFYGSGLTEFKGRSYRFMVMERLGIDLQKISGQNGTFKKSTVLQLGIRMLDVLEYIHENEYVHGDIKAANLLLGYKNPDQVYLADYGLSYRYCPNGNHKQYQENPRKGHNGTIEFTSLDAHKGVALSRRSDVEILGYCMLRWLCGKLPWEQNLKDPVAVQTAKTNLLDELPQSVLKWAPSGSSCCEIAQFLVCAHSLAYDEKPNYQALKKILNPHGIPLGPLDFSTKGQSINVHTPNSQKVDSQKAATKQVNKAHNRLIEKKVHSERSAESCATWKVQKEEKLIGLMNNEAAQESTRRRQKYQESQEPLNEVNSFPQKISYTQFPNSFYEPHQDFTSPDIFKKSRSPSWYKYTSTVSTGITDLESSTGLWPTISQFTLSEETNADVYYYRIIIPVLLML.... The pKd is 5.0. (5) The compound is CC(C)N1NC(=C2C=c3cc(O)ccc3=N2)c2c(N)ncnc21. The target protein (PFPK5(Pfalciparum)) has sequence MEKYHGLEKIGEGTYGVVYKAQNNYGETFALKKIRLEKEDEGIPSTTIREISILKELKHSNIVKLYDVIHTKKRLVLVFEHLDQDLKKLLDVCEGGLESVTAKSFLLQLLNGIAYCHDRRVLHRDLKPQNLLINREGELKIADFGLARAFGIPVRKYTHEVVTLWYRAPDVLMGSKKYSTTIDIWSVGCIFAEMVNGTPLFPGVSEADQLMRIFRILGTPNSKNWPNVTELPKYDPNFTVYEPLPWESFLKGLDESGIDLLSKMLKLDPNQRITAKQALEHAYFKENN. The pKd is 5.0. (6) The drug is CC1CCN(C(=O)CC#N)CC1N(C)c1ncnc2[nH]ccc12. The target protein (DCAMKL2) has sequence MASTRSIELEHFEERDKRPRPGSRRGAPSSSGGSSSSGPKGNGLIPSPAHSAHCSFYRTRTLQALSSEKKAKKARFYRNGDRYFKGLVFAISSDRFRSFDALLIELTRSLSDNVNLPQGVRTIYTIDGSRKVTSLDELLEGESYVCASNEPFRKVDYTKNINPNWSVNIKGGTSRALAAASSVKSEVKESKDFIKPKLVTVIRSGVKPRKAVRILLNKKTAHSFEQVLTDITEAIKLDSGVVKRLCTLDGKQVTCLQDFFGDDDVFIACGPEKFRYAQDDFVLDHSECRVLKSSYSRSSAVKYSGSKSPGPSRRSKSPASVNGTPSSQLSTPKSTKSSSSSPTSPGSFRGLKQISAHGRSSSNVNGGPELDRCISPEGVNGNRCSESSTLLEKYKIGKVIGDGNFAVVKECIDRSTGKEFALKIIDKAKCCGKEHLIENEVSILRRVKHPNIIMLVEEMETATELFLVMELVKGGDLFDAITSSTKYTERDGSAMVYNLA.... The pKd is 5.0. (7) The drug is Cc1cc(Nc2cc(N3CCN(C)CC3)nc(Sc3ccc(NC(=O)C4CC4)cc3)n2)n[nH]1. The target protein (CAMK4) has sequence MLKVTVPSCSASSCSSVTASAAPGTASLVPDYWIDGSNRDALSDFFEVESELGRGATSIVYRCKQKGTQKPYALKVLKKTVDKKIVRTEIGVLLRLSHPNIIKLKEIFETPTEISLVLELVTGGELFDRIVEKGYYSERDAADAVKQILEAVAYLHENGIVHRDLKPENLLYATPAPDAPLKIADFGLSKIVEHQVLMKTVCGTPGYCAPEILRGCAYGPEVDMWSVGIITYILLCGFEPFYDERGDQFMFRRILNCEYYFISPWWDEVSLNAKDLVRKLIVLDPKKRLTTFQALQHPWVTGKAANFVHMDTAQKKLQEFNARRKLKAAVKAVVASSRLGSASSSHGSIQESHKASRDPSPIQDGNEDMKAIPEGEKIQGDGAQAAVKGAQAELMKVQALEKVKGADINAEEAPKMVPKAVEDGIKVADLELEEGLAEEKLKTVEEAAAPREGQGSSAVGFEVPQQDVILPEY. The pKd is 5.0.